From a dataset of Clinical trial toxicity outcomes and FDA approval status for drugs. Regression/Classification. Given a drug SMILES string, predict its toxicity properties. Task type varies by dataset: regression for continuous values (e.g., LD50, hERG inhibition percentage) or binary classification for toxic/non-toxic outcomes (e.g., AMES mutagenicity, cardiotoxicity, hepatotoxicity). Dataset: clintox. (1) The compound is Cc1ccc(S(=O)(=O)[N-]C(=O)N[NH+]2CCCCCC2)cc1. The result is 0 (passed clinical trial). (2) The molecule is C[C@@H](c1ncncc1F)[C@](O)(Cn1cncn1)c1ccc(F)cc1F. The result is 0 (passed clinical trial). (3) The compound is C[NH+](C)CCCN1c2ccccc2CCc2ccccc21. The result is 0 (passed clinical trial). (4) The molecule is O=P([O-])([O-])OCC(Cl)(Cl)Cl. The result is 0 (passed clinical trial). (5) The compound is OCCOCC[NH+]1CCN(C(c2ccccc2)c2ccc(Cl)cc2)CC1. The result is 0 (passed clinical trial). (6) The compound is Oc1ccc(CCCC[NH2+]C[C@H](O)c2ccc(O)c(O)c2)cc1. The result is 0 (passed clinical trial). (7) The molecule is CCn1cc(C(=O)[O-])c(=O)c2cc(F)c(N3CC[NH2+]CC3)nc21. The result is 0 (passed clinical trial). (8) The drug is CC1=C(/C=C/C(C)=C/C=C/C(C)=C/C=C/C=C(C)/C=C/C=C(C)/C=C/C2=C(C)CCCC2(C)C)C(C)(C)CCC1. The result is 0 (passed clinical trial).